This data is from Full USPTO retrosynthesis dataset with 1.9M reactions from patents (1976-2016). The task is: Predict the reactants needed to synthesize the given product. (1) Given the product [C:67]([NH:66][C:61]1[CH:62]=[CH:63][CH:64]=[CH:65][C:60]=1[C:56]1[CH:57]=[CH:58][CH:59]=[C:54]([NH:53][C:24]([C:19]2[C:20](=[O:23])[O:21][C:22]3[C:17]([CH:18]=2)=[CH:16][CH:15]=[CH:14][C:13]=3[O:12][C:11]([F:10])([F:28])[F:27])=[O:26])[CH:55]=1)(=[O:69])[CH3:68], predict the reactants needed to synthesize it. The reactants are: CCN(C(C)C)C(C)C.[F:10][C:11]([F:28])([F:27])[O:12][C:13]1[CH:14]=[CH:15][CH:16]=[C:17]2[C:22]=1[O:21][C:20](=[O:23])[C:19]([C:24]([OH:26])=O)=[CH:18]2.CN(C(ON1N=NC2C=CC=NC1=2)=[N+](C)C)C.F[P-](F)(F)(F)(F)F.[NH2:53][C:54]1[CH:55]=[C:56]([C:60]2[CH:65]=[CH:64][CH:63]=[CH:62][C:61]=2[NH:66][C:67](=[O:69])[CH3:68])[CH:57]=[CH:58][CH:59]=1. (2) The reactants are: [C:1]([O:5][C:6]([N:8]1[CH2:13][CH2:12][CH:11]([S:14][C:15]2[CH:16]=[C:17]3[C:22](=[CH:23][C:24]=2[Cl:25])[C:21](=[O:26])[N:20]([CH2:27][C:28]2[CH:33]=[CH:32][C:31]([O:34][CH3:35])=[CH:30][CH:29]=2)[CH:19]=[CH:18]3)[CH2:10][CH2:9]1)=[O:7])([CH3:4])([CH3:3])[CH3:2].ClC1C=CC=C(C(OO)=[O:44])C=1. Given the product [C:1]([O:5][C:6]([N:8]1[CH2:9][CH2:10][CH:11]([S:14]([C:15]2[CH:16]=[C:17]3[C:22](=[CH:23][C:24]=2[Cl:25])[C:21](=[O:26])[N:20]([CH2:27][C:28]2[CH:29]=[CH:30][C:31]([O:34][CH3:35])=[CH:32][CH:33]=2)[CH:19]=[CH:18]3)=[O:44])[CH2:12][CH2:13]1)=[O:7])([CH3:4])([CH3:3])[CH3:2], predict the reactants needed to synthesize it. (3) Given the product [Cl:32][C:33]1[S:37][C:36]([C:38]2[CH:39]=[N:40][N:41]([CH3:46])[C:42]=2[C:43]([NH:64][C:62]2[CH:61]=[CH:60][N:59]3[CH:65]=[C:56]([C:50]4[CH:55]=[CH:54][CH:53]=[CH:52][CH:51]=4)[N:57]=[C:58]3[CH:63]=2)=[O:45])=[N:35][C:34]=1[CH:47]([F:49])[F:48], predict the reactants needed to synthesize it. The reactants are: C(N(C(C)C)CC)(C)C.F[B-](F)(F)F.N1(OC(N(C)C)=[N+](C)C)C2C=CC=CC=2N=N1.[Cl:32][C:33]1[S:37][C:36]([C:38]2[CH:39]=[N:40][N:41]([CH3:46])[C:42]=2[C:43]([OH:45])=O)=[N:35][C:34]=1[CH:47]([F:49])[F:48].[C:50]1([C:56]2[N:57]=[C:58]3[CH:63]=[C:62]([NH2:64])[CH:61]=[CH:60][N:59]3[CH:65]=2)[CH:55]=[CH:54][CH:53]=[CH:52][CH:51]=1. (4) Given the product [CH3:16][O:17][C:18]1[CH:19]=[C:20]([C:29]2[N:2]=[C:1]([C:5]3[C:6]([C:12]([F:13])([F:15])[F:14])=[N+:7]([O-:11])[CH:8]=[CH:9][CH:10]=3)[N:3]=[N:4][CH:30]=2)[CH:21]=[C:22]([N+:26]([O-:28])=[O:27])[C:23]=1[O:24][CH3:25], predict the reactants needed to synthesize it. The reactants are: [C:1](/[C:5]1[C:6]([C:12]([F:15])([F:14])[F:13])=[N+:7]([O-:11])[CH:8]=[CH:9][CH:10]=1)(=[N:3]\[NH2:4])\[NH2:2].[CH3:16][O:17][C:18]1[CH:19]=[C:20]([C:29](=O)[CH:30]=O)[CH:21]=[C:22]([N+:26]([O-:28])=[O:27])[C:23]=1[O:24][CH3:25]. (5) The reactants are: [O:1]1[CH:5]=[CH:4][N:3]=[CH:2]1.B.O1CCCC1.C([Li])(C)(C)C.[CH2:17]([O:24][C:25]([N:27]1[CH2:31][CH2:30][CH:29]([CH:32]=[O:33])[CH2:28]1)=[O:26])[C:18]1[CH:23]=[CH:22][CH:21]=[CH:20][CH:19]=1. Given the product [CH2:17]([O:24][C:25]([N:27]1[CH2:31][CH2:30][CH:29]([CH:32]([OH:33])[C:2]2[O:1][CH:5]=[CH:4][N:3]=2)[CH2:28]1)=[O:26])[C:18]1[CH:23]=[CH:22][CH:21]=[CH:20][CH:19]=1, predict the reactants needed to synthesize it.